Dataset: Reaction yield outcomes from USPTO patents with 853,638 reactions. Task: Predict the reaction yield, written as a fraction of the theoretical maximum amount of product (1.0 means a 100% yield; for example, 0.34 means a 34% yield). (1) The reactants are C1(P(C2CCCCC2)C2C=CC=CC=2C2C=CC=CC=2C)CCCCC1.Br[C:28]1[CH:29]=[CH:30][C:31]([F:34])=[N:32][CH:33]=1.[O-]P([O-])([O-])=O.[K+].[K+].[K+].[CH3:43][C:44]([CH3:46])=[O:45]. The yield is 0.550. The product is [F:34][C:31]1[N:32]=[CH:33][C:28]([CH2:43][C:44](=[O:45])[CH3:46])=[CH:29][CH:30]=1. The catalyst is C1C=CC(/C=C/C(/C=C/C2C=CC=CC=2)=O)=CC=1.C1C=CC(/C=C/C(/C=C/C2C=CC=CC=2)=O)=CC=1.C1C=CC(/C=C/C(/C=C/C2C=CC=CC=2)=O)=CC=1.C(Cl)(Cl)Cl.[Pd].[Pd]. (2) The reactants are [C:1]([C@@H:4]([NH:28]C(=O)OCC1C=CC=CC=1)[CH2:5][C@H:6]1[CH2:17][CH2:16][C:15]2[S:14][C:13]3[N:12]=[CH:11][N:10]=[C:9]([O:18][CH:19]4[CH2:24][CH2:23][CH:22]([N:25]([CH3:27])[CH3:26])[CH2:21][CH2:20]4)[C:8]=3[C:7]1=2)(=[O:3])[NH2:2].Cl. The catalyst is ClCCl. The product is [NH2:28][C@@H:4]([CH2:5][C@H:6]1[CH2:17][CH2:16][C:15]2[S:14][C:13]3[N:12]=[CH:11][N:10]=[C:9]([O:18][CH:19]4[CH2:20][CH2:21][CH:22]([N:25]([CH3:26])[CH3:27])[CH2:23][CH2:24]4)[C:8]=3[C:7]1=2)[C:1]([NH2:2])=[O:3]. The yield is 0.370. (3) The reactants are [Cl:1][C:2]1[CH:7]=[CH:6][CH:5]=[C:4]([N+:8]([O-:10])=[O:9])[C:3]=1Cl.[C:12]([O:16][C:17]([N:19]1[CH2:24][CH2:23][NH:22][CH2:21][CH2:20]1)=[O:18])([CH3:15])([CH3:14])[CH3:13].C([O-])([O-])=O.[K+].[K+]. The catalyst is C(#N)C. The product is [C:12]([O:16][C:17]([N:19]1[CH2:24][CH2:23][N:22]([C:3]2[C:4]([N+:8]([O-:10])=[O:9])=[CH:5][CH:6]=[CH:7][C:2]=2[Cl:1])[CH2:21][CH2:20]1)=[O:18])([CH3:15])([CH3:13])[CH3:14]. The yield is 0.700. (4) The reactants are FC(F)(F)S(O[C:7]1[C:16]2[C:11](=[CH:12][C:13]([Cl:17])=[CH:14][CH:15]=2)[C:10]([Cl:18])=[CH:9][N:8]=1)(=O)=O.B(O)O.[C:24](=O)([O-])[O-].[K+].[K+].[C:30]1([CH3:36])[CH:35]=[CH:34][CH:33]=[CH:32][CH:31]=1. The catalyst is C1C=CC([P]([Pd]([P](C2C=CC=CC=2)(C2C=CC=CC=2)C2C=CC=CC=2)([P](C2C=CC=CC=2)(C2C=CC=CC=2)C2C=CC=CC=2)[P](C2C=CC=CC=2)(C2C=CC=CC=2)C2C=CC=CC=2)(C2C=CC=CC=2)C2C=CC=CC=2)=CC=1.O. The product is [Cl:18][C:10]1[C:11]2[C:16](=[CH:15][CH:14]=[C:13]([Cl:17])[CH:12]=2)[C:7]([C:32]2[CH:33]=[C:34]([CH3:24])[CH:35]=[C:30]([CH3:36])[CH:31]=2)=[N:8][CH:9]=1. The yield is 0.920. (5) The reactants are N(OCCC(C)C)=O.[Br:9][C:10]1[C:16]([F:17])=[CH:15][C:13](N)=[C:12]([O:18][CH3:19])[CH:11]=1.[ClH:20]. The catalyst is C(#N)C.[Cu]Cl.[Cu](Cl)Cl. The product is [Br:9][C:10]1[C:16]([F:17])=[CH:15][C:13]([Cl:20])=[C:12]([O:18][CH3:19])[CH:11]=1. The yield is 0.660. (6) The reactants are [NH2:1][C:2]1[S:3][C:4]2[C:10]([C:11]3[CH:16]=[CH:15][CH:14]=[CH:13][CH:12]=3)=[CH:9][CH:8]=[C:7]([O:17][CH3:18])[C:5]=2[N:6]=1.[C:19](Cl)(=[O:26])[C:20]1[CH:25]=[CH:24][CH:23]=[CH:22][CH:21]=1.Cl. The catalyst is N1C=CC=CC=1. The product is [CH3:18][O:17][C:7]1[C:5]2[N:6]=[C:2]([NH:1][C:19](=[O:26])[C:20]3[CH:25]=[CH:24][CH:23]=[CH:22][CH:21]=3)[S:3][C:4]=2[C:10]([C:11]2[CH:16]=[CH:15][CH:14]=[CH:13][CH:12]=2)=[CH:9][CH:8]=1. The yield is 0.690. (7) The reactants are [C-:1]#[N:2].[Na+].[F:4][C:5]1[CH:12]=[C:11]([Br:13])[CH:10]=[CH:9][C:6]=1[CH2:7]Br.O. The catalyst is CS(C)=O. The product is [Br:13][C:11]1[CH:10]=[CH:9][C:6]([CH2:7][C:1]#[N:2])=[C:5]([F:4])[CH:12]=1. The yield is 0.960. (8) The reactants are FC1C=C2C(C(C3C=CC(N4CCC(N)CC4)=NC=3)=CN2)=CC=1.[F:24][C:25]1[CH:33]=[C:32]2[C:28]([C:29]([C:34]3[CH:35]=[CH:36][C:37]([NH:40][C:41](=[O:58])[C@@H:42]([NH:50]C(=O)OC(C)(C)C)[CH2:43][C:44]4[CH:49]=[CH:48][CH:47]=[CH:46][CH:45]=4)=[N:38][CH:39]=3)=[CH:30][NH:31]2)=[CH:27][CH:26]=1. No catalyst specified. The product is [NH2:50][C@@H:42]([CH2:43][C:44]1[CH:49]=[CH:48][CH:47]=[CH:46][CH:45]=1)[C:41]([NH:40][C:37]1[CH:36]=[CH:35][C:34]([C:29]2[C:28]3[C:32](=[CH:33][C:25]([F:24])=[CH:26][CH:27]=3)[NH:31][CH:30]=2)=[CH:39][N:38]=1)=[O:58]. The yield is 0.370.